This data is from Forward reaction prediction with 1.9M reactions from USPTO patents (1976-2016). The task is: Predict the product of the given reaction. (1) Given the reactants C(OC(=O)[NH:7][C:8]1[C:9]2[N:10]([N:16]=[CH:17][CH:18]=2)[C:11]([C:14]#[N:15])=[CH:12][CH:13]=1)(C)(C)C.C(O)(C(F)(F)F)=O, predict the reaction product. The product is: [NH2:7][C:8]1[C:9]2[N:10]([N:16]=[CH:17][CH:18]=2)[C:11]([C:14]#[N:15])=[CH:12][CH:13]=1. (2) Given the reactants C(=O)(O)[O-].[Na+].[N:6]#[C:7]Br.[Si:9]([O:16][CH2:17][CH2:18][NH:19][C:20]1[CH:25]=[CH:24][C:23]([NH:26][C:27]([C:29]2[C:34]([C:35]([NH:37][C:38]3[CH:43]=[CH:42][C:41]([C:44]#[N:45])=[CH:40][N:39]=3)=[O:36])=[N:33][CH:32]=[CH:31][N:30]=2)=[O:28])=[CH:22][CH:21]=1)([C:12]([CH3:15])([CH3:14])[CH3:13])([CH3:11])[CH3:10].O, predict the reaction product. The product is: [Si:9]([O:16][CH2:17][CH2:18][N:19]([C:7]#[N:6])[C:20]1[CH:21]=[CH:22][C:23]([NH:26][C:27]([C:29]2[C:34]([C:35]([NH:37][C:38]3[CH:43]=[CH:42][C:41]([C:44]#[N:45])=[CH:40][N:39]=3)=[O:36])=[N:33][CH:32]=[CH:31][N:30]=2)=[O:28])=[CH:24][CH:25]=1)([C:12]([CH3:15])([CH3:13])[CH3:14])([CH3:10])[CH3:11]. (3) Given the reactants C(=O)(O)[O-:2].[Na+].Cl.NO.[F:9][C:10]([F:25])([C:21]([F:24])([F:23])[F:22])[CH2:11][O:12][C:13]1[CH:18]=[CH:17][N:16]=[C:15]([C:19]#[N:20])[CH:14]=1, predict the reaction product. The product is: [F:25][C:10]([F:9])([C:21]([F:23])([F:22])[F:24])[CH2:11][O:12][C:13]1[CH:18]=[CH:17][N:16]=[C:15]([C:19]([NH2:20])=[O:2])[CH:14]=1.